From a dataset of Full USPTO retrosynthesis dataset with 1.9M reactions from patents (1976-2016). Predict the reactants needed to synthesize the given product. Given the product [C:23]([O:22][C:21]([NH:20][CH2:19][CH2:18][N:7]1[C:8]([C:9]([O:11][CH3:12])=[O:10])=[C:4]([N+:1]([O-:3])=[O:2])[C:5]([C:13]([O:15][CH3:16])=[O:14])=[N:6]1)=[O:27])([CH3:26])([CH3:25])[CH3:24], predict the reactants needed to synthesize it. The reactants are: [N+:1]([C:4]1[C:5]([C:13]([O:15][CH3:16])=[O:14])=[N:6][NH:7][C:8]=1[C:9]([O:11][CH3:12])=[O:10])([O-:3])=[O:2].Br[CH2:18][CH2:19][NH:20][C:21](=[O:27])[O:22][C:23]([CH3:26])([CH3:25])[CH3:24].C(=O)([O-])[O-].[K+].[K+].